This data is from NCI-60 drug combinations with 297,098 pairs across 59 cell lines. The task is: Regression. Given two drug SMILES strings and cell line genomic features, predict the synergy score measuring deviation from expected non-interaction effect. (1) Drug 1: CC1=C(C=C(C=C1)NC(=O)C2=CC=C(C=C2)CN3CCN(CC3)C)NC4=NC=CC(=N4)C5=CN=CC=C5. Drug 2: CS(=O)(=O)OCCCCOS(=O)(=O)C. Cell line: M14. Synergy scores: CSS=-5.90, Synergy_ZIP=3.38, Synergy_Bliss=1.14, Synergy_Loewe=-4.58, Synergy_HSA=-4.11. (2) Drug 1: C1C(C(OC1N2C=NC3=C(N=C(N=C32)Cl)N)CO)O. Drug 2: CC1=C(C(=CC=C1)Cl)NC(=O)C2=CN=C(S2)NC3=CC(=NC(=N3)C)N4CCN(CC4)CCO. Cell line: MCF7. Synergy scores: CSS=9.15, Synergy_ZIP=2.09, Synergy_Bliss=4.44, Synergy_Loewe=-0.227, Synergy_HSA=-0.0572. (3) Drug 1: CC1=C2C(C(=O)C3(C(CC4C(C3C(C(C2(C)C)(CC1OC(=O)C(C(C5=CC=CC=C5)NC(=O)OC(C)(C)C)O)O)OC(=O)C6=CC=CC=C6)(CO4)OC(=O)C)OC)C)OC. Drug 2: C1=CC(=CC=C1CCC2=CNC3=C2C(=O)NC(=N3)N)C(=O)NC(CCC(=O)O)C(=O)O. Cell line: NCI-H460. Synergy scores: CSS=79.9, Synergy_ZIP=8.99, Synergy_Bliss=8.16, Synergy_Loewe=9.77, Synergy_HSA=13.9. (4) Drug 1: CN(CC1=CN=C2C(=N1)C(=NC(=N2)N)N)C3=CC=C(C=C3)C(=O)NC(CCC(=O)O)C(=O)O. Drug 2: CCCCCOC(=O)NC1=NC(=O)N(C=C1F)C2C(C(C(O2)C)O)O. Cell line: SNB-19. Synergy scores: CSS=63.1, Synergy_ZIP=-1.88, Synergy_Bliss=-2.53, Synergy_Loewe=-67.0, Synergy_HSA=-1.66. (5) Drug 1: C1CCC(CC1)NC(=O)N(CCCl)N=O. Drug 2: CC1C(C(CC(O1)OC2CC(CC3=C2C(=C4C(=C3O)C(=O)C5=CC=CC=C5C4=O)O)(C(=O)C)O)N)O. Cell line: SN12C. Synergy scores: CSS=37.2, Synergy_ZIP=-0.357, Synergy_Bliss=-0.937, Synergy_Loewe=-22.6, Synergy_HSA=0.476. (6) Drug 1: C1CCC(C1)C(CC#N)N2C=C(C=N2)C3=C4C=CNC4=NC=N3. Drug 2: C1C(C(OC1N2C=NC3=C(N=C(N=C32)Cl)N)CO)O. Cell line: NCI-H522. Synergy scores: CSS=10.4, Synergy_ZIP=-3.66, Synergy_Bliss=-1.95, Synergy_Loewe=-4.32, Synergy_HSA=-1.59. (7) Drug 1: CC1=C(C(=O)C2=C(C1=O)N3CC4C(C3(C2COC(=O)N)OC)N4)N. Drug 2: C1CNP(=O)(OC1)N(CCCl)CCCl. Cell line: KM12. Synergy scores: CSS=32.4, Synergy_ZIP=-1.29, Synergy_Bliss=-4.13, Synergy_Loewe=-68.1, Synergy_HSA=-4.50. (8) Drug 1: CN(C)C1=NC(=NC(=N1)N(C)C)N(C)C. Drug 2: C1CNP(=O)(OC1)N(CCCl)CCCl. Cell line: EKVX. Synergy scores: CSS=-0.785, Synergy_ZIP=2.96, Synergy_Bliss=2.63, Synergy_Loewe=0.0419, Synergy_HSA=-0.160.